This data is from Experimentally validated miRNA-target interactions with 360,000+ pairs, plus equal number of negative samples. The task is: Binary Classification. Given a miRNA mature sequence and a target amino acid sequence, predict their likelihood of interaction. (1) The miRNA is hsa-miR-6720-5p with sequence UUCCAGCCCUGGUAGGCGCCGCG. The protein sequence of the target gene is MEAGNQTGFLEFILLGLSEDPELQPFIFGLFLSMYLVTVLGNLLIILAISSDSHLHTPMYFFLSNLSWVDICFSTCIVPKMLVNIQTENKAISYMDCLTQVYFSMFFPILDTLLLTVMAYDRFVAVCHPLHYMIIMNPHLCGLLVFVTWLIGVMTSLLHISLMMHLIFCKDFEIPHFFCELTYILQLACSDTFLNSTLIYFMTGVLGVFPLLGIIFSYSRIASSIRKMSSSGGKQKALSTCGSHLSVVSLFYGTGIGVHFTSAVTHSSQKISVASVMYTVVTPMLNPFIYSLRNKDVKGA.... Result: 1 (interaction). (2) The miRNA is rno-miR-34a-3p with sequence AAUCAGCAAGUAUACUGCCCUA. The protein sequence of the target gene is MFLKQPGGCILLQFLGLLGLVGAVTRTYYIGIVEEYWNYVPQGKDVITGKSFSEDKLATLFLERGPNRIGGIYKKAVYRHFTDGSYSTEIPKPPWLGFLGPILRAEVGDVIVIHLMNFASRPFSLHPHGVFYDKDSEGALYPDGTSGRNKEDDMVPPGKNYTYVWPVREEYAPAPADANCLTWVYHSHIDAPKDICSGLIGPLLVCKEGVLNRYSGMRTDVDREFVIMFTLVDENQSWYLDDNIKQFCTNPNSVDKSDAVFQRSNKMHALNGFLFGNMPEPEMCVGESVSWHLFGMGNEI.... Result: 0 (no interaction).